This data is from Full USPTO retrosynthesis dataset with 1.9M reactions from patents (1976-2016). The task is: Predict the reactants needed to synthesize the given product. (1) The reactants are: C[Si]([C:5]#[C:6][C:7]1[CH:12]=[CH:11][C:10]([Si:13]([C:28]2[CH:33]=[CH:32][C:31]([C:34]#[C:35][Si](C)(C)C)=[CH:30][CH:29]=2)([CH3:27])[O:14][Si:15]([CH3:26])([CH3:25])[O:16][Si:17]([CH3:24])([CH3:23])[O:18][Si:19]([CH3:22])([CH3:21])[CH3:20])=[CH:9][CH:8]=1)(C)C.CO.C1COCC1. Given the product [C:6]([C:7]1[CH:8]=[CH:9][C:10]([Si:13]([C:28]2[CH:29]=[CH:30][C:31]([C:34]#[CH:35])=[CH:32][CH:33]=2)([CH3:27])[O:14][Si:15]([CH3:26])([CH3:25])[O:16][Si:17]([CH3:23])([CH3:24])[O:18][Si:19]([CH3:20])([CH3:21])[CH3:22])=[CH:11][CH:12]=1)#[CH:5], predict the reactants needed to synthesize it. (2) Given the product [F:1][C:2]1[C:7]([NH:31][C:28]2[CH:27]=[C:26]([O:25][CH:22]([CH3:24])[CH3:23])[NH:30][N:29]=2)=[N:6][C:5]([NH:9][C@H:10]([C:12]2[CH:17]=[CH:16][C:15]([F:18])=[CH:14][CH:13]=2)[CH3:11])=[C:4]([N+:19]([O-:21])=[O:20])[CH:3]=1, predict the reactants needed to synthesize it. The reactants are: [F:1][C:2]1[CH:3]=[C:4]([N+:19]([O-:21])=[O:20])[C:5]([NH:9][C@H:10]([C:12]2[CH:17]=[CH:16][C:15]([F:18])=[CH:14][CH:13]=2)[CH3:11])=[N:6][C:7]=1F.[CH:22]([O:25][C:26]1[NH:30][N:29]=[C:28]([NH2:31])[CH:27]=1)([CH3:24])[CH3:23].CCN(C(C)C)C(C)C. (3) Given the product [F:40][C:41]1([CH:47]2[C:2]3[NH:1][C:9]4[C:4](=[CH:5][CH:6]=[CH:7][CH:8]=4)[C:3]=3[CH2:10][C:11]([CH3:12])([C:13]3[NH:14][CH:15]=[C:16]([C:18]4[CH:23]=[CH:22][CH:21]=[CH:20][CH:19]=4)[N:17]=3)[NH:25]2)[CH2:46][CH2:45][O:44][CH2:43][CH2:42]1, predict the reactants needed to synthesize it. The reactants are: [NH:1]1[C:9]2[C:4](=[CH:5][CH:6]=[CH:7][CH:8]=2)[C:3]([CH2:10][C:11]([NH:25]C(=O)OC(C)(C)C)([C:13]2[NH:14][CH:15]=[C:16]([C:18]3[CH:23]=[CH:22][C:21](F)=[CH:20][CH:19]=3)[N:17]=2)[CH3:12])=[CH:2]1.C(O)(C(F)(F)F)=O.[F:40][C:41]1([CH:47]=O)[CH2:46][CH2:45][O:44][CH2:43][CH2:42]1.C([O-])(O)=O.[Na+]. (4) Given the product [C:27]1([CH3:28])[CH:29]=[CH:30][C:24]([S:21]([O:16][CH2:15][CH:13]2[CH2:12][N:11]3[C:7](=[N:8][C:9]4[CH:20]=[CH:19][CH:18]=[CH:17][C:10]=43)[C:6]3[CH:1]=[CH:2][CH:3]=[CH:4][C:5]=3[O:14]2)(=[O:23])=[O:22])=[CH:25][CH:26]=1, predict the reactants needed to synthesize it. The reactants are: [CH:1]1[C:6]2[C:7]3[N:11]([CH2:12][CH:13]([CH2:15][OH:16])[O:14][C:5]=2[CH:4]=[CH:3][CH:2]=1)[C:10]1[CH:17]=[CH:18][CH:19]=[CH:20][C:9]=1[N:8]=3.[S:21](Cl)([C:24]1[CH:30]=[CH:29][C:27]([CH3:28])=[CH:26][CH:25]=1)(=[O:23])=[O:22]. (5) Given the product [Cl:13][C:14]1[CH:15]=[CH:16][C:17]([CH:20]([CH2:26][C:25]2[NH:10][C:5]3[CH:4]=[C:3]([C:2]([F:11])([F:12])[F:1])[CH:8]=[CH:7][C:6]=3[N:9]=2)[CH2:21][C:22]([OH:24])=[O:23])=[CH:18][CH:19]=1.[ClH:13], predict the reactants needed to synthesize it. The reactants are: [F:1][C:2]([F:12])([F:11])[C:3]1[CH:8]=[CH:7][C:6]([NH2:9])=[C:5]([NH2:10])[CH:4]=1.[Cl:13][C:14]1[CH:19]=[CH:18][C:17]([CH:20]2[CH2:26][C:25](=O)[O:24][C:22](=[O:23])[CH2:21]2)=[CH:16][CH:15]=1. (6) Given the product [Cl:31][C:14]1[CH:13]=[C:12]([C:7]2[C:6]([C:4]([OH:5])=[O:3])=[CH:11][CH:10]=[CH:9][CH:8]=2)[CH:17]=[CH:16][C:15]=1[CH2:18][CH:19]1[CH2:23][CH2:22][N:21]([CH:24]2[CH2:25][CH2:26][CH2:27][CH2:28][CH2:29]2)[C:20]1=[O:30], predict the reactants needed to synthesize it. The reactants are: C([O:3][C:4]([C:6]1[C:7]([C:12]2[CH:17]=[CH:16][C:15]([CH2:18][CH:19]3[CH2:23][CH2:22][N:21]([CH:24]4[CH2:29][CH2:28][CH2:27][CH2:26][CH2:25]4)[C:20]3=[O:30])=[C:14]([Cl:31])[CH:13]=2)=[CH:8][CH:9]=[CH:10][CH:11]=1)=[O:5])C.[OH-].[K+].O.